From a dataset of Full USPTO retrosynthesis dataset with 1.9M reactions from patents (1976-2016). Predict the reactants needed to synthesize the given product. Given the product [Cl:11][C:9]1[CH:8]=[C:7]([O:12][CH3:13])[N:6]=[C:5]([C:3]([OH:4])=[O:2])[CH:10]=1, predict the reactants needed to synthesize it. The reactants are: C[O:2][C:3]([C:5]1[CH:10]=[C:9]([Cl:11])[CH:8]=[C:7]([O:12][CH3:13])[N:6]=1)=[O:4].[OH-].[Na+].Cl.